Dataset: Catalyst prediction with 721,799 reactions and 888 catalyst types from USPTO. Task: Predict which catalyst facilitates the given reaction. (1) Reactant: [N:1]1([CH2:6][CH2:7][OH:8])[CH2:5][CH2:4][CH2:3][CH2:2]1.[H-].[Na+].[CH3:11][C:12]1[CH:17]=[C:16]([C:18]2[NH:27][C:26](=[O:28])[C:25]3[C:20](=[CH:21][C:22](F)=[CH:23][C:24]=3[O:29][CH3:30])[N:19]=2)[CH:15]=[C:14]([CH3:32])[N:13]=1. Product: [CH3:32][C:14]1[CH:15]=[C:16]([C:18]2[NH:27][C:26](=[O:28])[C:25]3[C:20](=[CH:21][C:22]([O:8][CH2:7][CH2:6][N:1]4[CH2:5][CH2:4][CH2:3][CH2:2]4)=[CH:23][C:24]=3[O:29][CH3:30])[N:19]=2)[CH:17]=[C:12]([CH3:11])[N:13]=1. The catalyst class is: 16. (2) Reactant: [CH2:1]([O:3][C:4](=[O:12])[CH2:5][CH:6]1[CH2:11][CH2:10][O:9][CH2:8][CH2:7]1)[CH3:2].[Li+].[CH3:14]C([N-]C(C)C)C.CN(P(N(C)C)(N(C)C)=O)C.CI.Cl. Product: [CH2:1]([O:3][C:4](=[O:12])[CH:5]([CH:6]1[CH2:11][CH2:10][O:9][CH2:8][CH2:7]1)[CH3:14])[CH3:2]. The catalyst class is: 1. (3) Reactant: [Cl:1][C:2]1[CH:7]=[CH:6][C:5](/[C:8](/[CH3:15])=[CH:9]/[C:10]([O:12]CC)=[O:11])=[C:4]([CH2:16][N:17]2[N:21]=[N:20][C:19]([CH3:22])=[N:18]2)[CH:3]=1.[OH-].[Na+]. Product: [Cl:1][C:2]1[CH:7]=[CH:6][C:5](/[C:8](/[CH3:15])=[CH:9]/[C:10]([OH:12])=[O:11])=[C:4]([CH2:16][N:17]2[N:21]=[N:20][C:19]([CH3:22])=[N:18]2)[CH:3]=1. The catalyst class is: 14. (4) Reactant: [NH2:1][C:2]1[NH:6][N:5]=[C:4]([OH:7])[C:3]=1[C:8]1[CH:13]=[CH:12][CH:11]=[CH:10][N:9]=1.[O:14]1[C:18]2[CH:19]=[CH:20][C:21]([C:23](=O)[CH2:24][C:25](OC)=[O:26])=[CH:22][C:17]=2[CH2:16][CH2:15]1. Product: [O:14]1[C:18]2[CH:19]=[CH:20][C:21]([C:23]3[NH:1][C:2]4[N:6]([N:5]=[C:4]([OH:7])[C:3]=4[C:8]4[CH:13]=[CH:12][CH:11]=[CH:10][N:9]=4)[C:25](=[O:26])[CH:24]=3)=[CH:22][C:17]=2[CH2:16][CH2:15]1. The catalyst class is: 15. (5) Reactant: [Br:1][C:2]1[CH:42]=[CH:41][C:5]([CH2:6][O:7][CH:8]2[CH:13]([C:14]3[CH:19]=[CH:18][C:17]([O:20][CH2:21][CH2:22][CH2:23][O:24][CH2:25][C:26]4[CH:31]=[CH:30][CH:29]=[CH:28][C:27]=4[O:32][CH3:33])=[CH:16][CH:15]=3)[CH2:12][CH2:11][N:10]([C:34]([O:36][C:37]([CH3:40])([CH3:39])[CH3:38])=[O:35])[CH2:9]2)=[CH:4][C:3]=1[NH:43][C:44](=[O:48])[CH:45]([CH3:47])[CH3:46].[H-].[Na+].I[CH2:52][CH2:53][O:54][Si:55]([CH:62]([CH3:64])[CH3:63])([CH:59]([CH3:61])[CH3:60])[CH:56]([CH3:58])[CH3:57].Cl. Product: [Br:1][C:2]1[CH:42]=[CH:41][C:5]([CH2:6][O:7][CH:8]2[CH:13]([C:14]3[CH:19]=[CH:18][C:17]([O:20][CH2:21][CH2:22][CH2:23][O:24][CH2:25][C:26]4[CH:31]=[CH:30][CH:29]=[CH:28][C:27]=4[O:32][CH3:33])=[CH:16][CH:15]=3)[CH2:12][CH2:11][N:10]([C:34]([O:36][C:37]([CH3:39])([CH3:40])[CH3:38])=[O:35])[CH2:9]2)=[CH:4][C:3]=1[N:43]([C:44](=[O:48])[CH:45]([CH3:46])[CH3:47])[CH2:52][CH2:53][O:54][Si:55]([CH:59]([CH3:60])[CH3:61])([CH:56]([CH3:58])[CH3:57])[CH:62]([CH3:63])[CH3:64]. The catalyst class is: 9. (6) Reactant: [Br:1][CH2:2][CH2:3][CH2:4][CH2:5][CH2:6][CH2:7][O:8][C:9]1[CH:10]=[C:11]([C:15]2[C:16]3[NH:20][C:19]([C:21]([C:67]4[CH:72]=[CH:71][CH:70]=[C:69]([O:73][CH2:74][CH2:75][CH2:76][CH2:77][CH2:78][CH2:79][Br:80])[CH:68]=4)=[C:22]4[N:66]=[C:25]([C:26]([C:52]5[CH:57]=[CH:56][CH:55]=[C:54]([O:58][CH2:59][CH2:60][CH2:61][CH2:62][CH2:63][CH2:64][Br:65])[CH:53]=5)=[C:27]5[NH:51][C:30](=[C:31]([C:37]6[CH:42]=[CH:41][CH:40]=[C:39]([O:43][CH2:44][CH2:45][CH2:46][CH2:47][CH2:48][CH2:49][Br:50])[CH:38]=6)[C:32]6[CH:33]=[CH:34][C:35]=2[N:36]=6)[CH:29]=[CH:28]5)[CH:24]=[CH:23]4)=[CH:18][CH:17]=3)[CH:12]=[CH:13][CH:14]=1.O.O.C([O-])(=O)C.[Zn+2:87].C([O-])(=O)C. Product: [Zn+2:87].[Br:1][CH2:2][CH2:3][CH2:4][CH2:5][CH2:6][CH2:7][O:8][C:9]1[CH:10]=[C:11]([C:15]2[C:16]3[NH:20][C:19]([C:21]([C:67]4[CH:72]=[CH:71][CH:70]=[C:69]([O:73][CH2:74][CH2:75][CH2:76][CH2:77][CH2:78][CH2:79][Br:80])[CH:68]=4)=[C:22]4[N:66]=[C:25]([C:26]([C:52]5[CH:57]=[CH:56][CH:55]=[C:54]([O:58][CH2:59][CH2:60][CH2:61][CH2:62][CH2:63][CH2:64][Br:65])[CH:53]=5)=[C:27]5[NH:51][C:30](=[C:31]([C:37]6[CH:42]=[CH:41][CH:40]=[C:39]([O:43][CH2:44][CH2:45][CH2:46][CH2:47][CH2:48][CH2:49][Br:50])[CH:38]=6)[C:32]6[CH:33]=[CH:34][C:35]=2[N:36]=6)[CH:29]=[CH:28]5)[CH:24]=[CH:23]4)=[CH:18][CH:17]=3)[CH:12]=[CH:13][CH:14]=1. The catalyst class is: 147.